From a dataset of Merck oncology drug combination screen with 23,052 pairs across 39 cell lines. Regression. Given two drug SMILES strings and cell line genomic features, predict the synergy score measuring deviation from expected non-interaction effect. (1) Drug 1: N#Cc1ccc(Cn2cncc2CN2CCN(c3cccc(Cl)c3)C(=O)C2)cc1. Drug 2: Cc1nc(Nc2ncc(C(=O)Nc3c(C)cccc3Cl)s2)cc(N2CCN(CCO)CC2)n1. Cell line: RKO. Synergy scores: synergy=38.2. (2) Drug 1: CN1C(=O)C=CC2(C)C3CCC4(C)C(NC(=O)OCC(F)(F)F)CCC4C3CCC12. Drug 2: C=CCn1c(=O)c2cnc(Nc3ccc(N4CCN(C)CC4)cc3)nc2n1-c1cccc(C(C)(C)O)n1. Cell line: SKOV3. Synergy scores: synergy=22.6. (3) Drug 2: Cc1nc(Nc2ncc(C(=O)Nc3c(C)cccc3Cl)s2)cc(N2CCN(CCO)CC2)n1. Synergy scores: synergy=31.7. Cell line: A2058. Drug 1: O=C(O)C1(Cc2cccc(Nc3nccs3)n2)CCC(Oc2cccc(Cl)c2F)CC1. (4) Drug 1: CCC1=CC2CN(C1)Cc1c([nH]c3ccccc13)C(C(=O)OC)(c1cc3c(cc1OC)N(C)C1C(O)(C(=O)OC)C(OC(C)=O)C4(CC)C=CCN5CCC31C54)C2. Drug 2: CNC(=O)c1cc(Oc2ccc(NC(=O)Nc3ccc(Cl)c(C(F)(F)F)c3)cc2)ccn1. Cell line: CAOV3. Synergy scores: synergy=-23.0. (5) Drug 1: CC(C)CC(NC(=O)C(Cc1ccccc1)NC(=O)c1cnccn1)B(O)O. Drug 2: CNC(=O)c1cc(Oc2ccc(NC(=O)Nc3ccc(Cl)c(C(F)(F)F)c3)cc2)ccn1. Cell line: NCIH520. Synergy scores: synergy=-21.3. (6) Drug 2: NC1(c2ccc(-c3nc4ccn5c(=O)[nH]nc5c4cc3-c3ccccc3)cc2)CCC1. Synergy scores: synergy=0.279. Cell line: A2780. Drug 1: CC1CC2C3CCC4=CC(=O)C=CC4(C)C3(F)C(O)CC2(C)C1(O)C(=O)CO. (7) Drug 1: N#Cc1ccc(Cn2cncc2CN2CCN(c3cccc(Cl)c3)C(=O)C2)cc1. Drug 2: CC(C)CC(NC(=O)C(Cc1ccccc1)NC(=O)c1cnccn1)B(O)O. Cell line: PA1. Synergy scores: synergy=-8.50. (8) Drug 1: CN(C)C(=N)N=C(N)N. Drug 2: NC1(c2ccc(-c3nc4ccn5c(=O)[nH]nc5c4cc3-c3ccccc3)cc2)CCC1. Cell line: SKMES1. Synergy scores: synergy=-0.232. (9) Drug 1: CCC1(O)C(=O)OCc2c1cc1n(c2=O)Cc2cc3c(CN(C)C)c(O)ccc3nc2-1. Drug 2: CNC(=O)c1cc(Oc2ccc(NC(=O)Nc3ccc(Cl)c(C(F)(F)F)c3)cc2)ccn1. Cell line: HCT116. Synergy scores: synergy=0.381. (10) Drug 1: O=C(O)C1(Cc2cccc(Nc3nccs3)n2)CCC(Oc2cccc(Cl)c2F)CC1. Drug 2: Cn1cc(-c2cnn3c(N)c(Br)c(C4CCCNC4)nc23)cn1. Cell line: MDAMB436. Synergy scores: synergy=5.71.